From a dataset of Full USPTO retrosynthesis dataset with 1.9M reactions from patents (1976-2016). Predict the reactants needed to synthesize the given product. (1) Given the product [CH:14]1([C:11]2[CH:12]=[CH:13][C:8]([C:5]3[N:6]=[CH:7][C:2]([NH2:1])=[N:3][CH:4]=3)=[C:9]([F:19])[C:10]=2[O:18][CH2:21][C:22]2[CH:27]=[CH:26][C:25]([F:28])=[C:24]([F:29])[CH:23]=2)[CH2:15][CH2:16][CH2:17]1, predict the reactants needed to synthesize it. The reactants are: [NH2:1][C:2]1[N:3]=[CH:4][C:5]([C:8]2[C:9]([F:19])=[C:10]([OH:18])[C:11]([CH:14]3[CH2:17][CH2:16][CH2:15]3)=[CH:12][CH:13]=2)=[N:6][CH:7]=1.Br[CH2:21][C:22]1[CH:27]=[CH:26][C:25]([F:28])=[C:24]([F:29])[CH:23]=1. (2) Given the product [ClH:28].[NH2:8][C@@H:9]1[CH2:14][CH2:13][CH2:12][N:11]([C@@H:15]([C:20]2[C:25]([F:26])=[CH:24][CH:23]=[CH:22][C:21]=2[F:27])[C:16]([O:18][CH3:19])=[O:17])[CH2:10]1, predict the reactants needed to synthesize it. The reactants are: C(OC([NH:8][C@@H:9]1[CH2:14][CH2:13][CH2:12][N:11]([C@@H:15]([C:20]2[C:25]([F:26])=[CH:24][CH:23]=[CH:22][C:21]=2[F:27])[C:16]([O:18][CH3:19])=[O:17])[CH2:10]1)=O)(C)(C)C.[ClH:28]. (3) Given the product [Cl:12][C:13]1[C:14]([N+:20]([O-:22])=[O:21])=[C:15]([CH:16]=[CH:17][CH:18]=1)[NH:11][C:8]1[CH:9]=[CH:10][C:5]([O:4][CH3:3])=[CH:6][CH:7]=1, predict the reactants needed to synthesize it. The reactants are: [H-].[Na+].[CH3:3][O:4][C:5]1[CH:10]=[CH:9][C:8]([NH2:11])=[CH:7][CH:6]=1.[Cl:12][C:13]1[CH:18]=[CH:17][CH:16]=[C:15](Cl)[C:14]=1[N+:20]([O-:22])=[O:21].Cl. (4) Given the product [NH2:1][C:4]1[CH:9]=[CH:8][C:7]([C:10]2[N:11]=[CH:12][N:13]([CH2:15][CH2:16][C:17]([O:19][C:20]([CH3:23])([CH3:22])[CH3:21])=[O:18])[CH:14]=2)=[CH:6][CH:5]=1, predict the reactants needed to synthesize it. The reactants are: [N+:1]([C:4]1[CH:9]=[CH:8][C:7]([C:10]2[N:11]=[CH:12][N:13]([CH2:15][CH2:16][C:17]([O:19][C:20]([CH3:23])([CH3:22])[CH3:21])=[O:18])[CH:14]=2)=[CH:6][CH:5]=1)([O-])=O.C([O-])=O.[NH4+].